This data is from Catalyst prediction with 721,799 reactions and 888 catalyst types from USPTO. The task is: Predict which catalyst facilitates the given reaction. (1) Reactant: [NH2:1][C:2]1[CH:3]=[CH:4][C:5]2[O:9][C:8]([C:10]([NH:12][C:13]3[CH:18]=[CH:17][C:16]([Cl:19])=[CH:15][N:14]=3)=[O:11])=[C:7]([NH:20][C:21]([C@H:23]3[CH2:28][CH2:27][C@H:26]([N:29]([CH3:31])[CH3:30])[CH2:25][CH2:24]3)=[O:22])[C:6]=2[CH:32]=1.[CH3:33][O:34][CH2:35][C:36](O)=[O:37].ON1C2C=CC=CC=2N=N1.Cl.C(N=C=NCCCN(C)C)C.C(=O)([O-])O.[Na+]. Product: [CH3:33][O:34][CH2:35][C:36]([NH:1][C:2]1[CH:3]=[CH:4][C:5]2[O:9][C:8]([C:10]([NH:12][C:13]3[CH:18]=[CH:17][C:16]([Cl:19])=[CH:15][N:14]=3)=[O:11])=[C:7]([NH:20][C:21]([C@H:23]3[CH2:28][CH2:27][C@H:26]([N:29]([CH3:30])[CH3:31])[CH2:25][CH2:24]3)=[O:22])[C:6]=2[CH:32]=1)=[O:37]. The catalyst class is: 9. (2) Reactant: C1(P(C2C=CC=CC=2)C2C=CC=CC=2)C=CC=CC=1.[C:20]([Br:24])(Br)(Br)Br.OC[CH2:27][CH2:28][NH:29][C:30]1[CH:39]=[C:38]2[C:33]([CH:34]=[C:35]([C:41]3[CH:46]=[CH:45][CH:44]=[CH:43][C:42]=3[C:47]([F:50])([F:49])[F:48])[NH:36][C:37]2=[O:40])=[CH:32][CH:31]=1. Product: [Br:24][CH2:20][CH2:27][CH2:28][NH:29][C:30]1[CH:39]=[C:38]2[C:33]([CH:34]=[C:35]([C:41]3[CH:46]=[CH:45][CH:44]=[CH:43][C:42]=3[C:47]([F:50])([F:48])[F:49])[NH:36][C:37]2=[O:40])=[CH:32][CH:31]=1. The catalyst class is: 2. (3) Reactant: [NH2:1][C:2]1[C:11]([Br:12])=[CH:10][CH:9]=[CH:8][C:3]=1[C:4]([NH:6][CH3:7])=[O:5].[Cl:13][C:14]1[N:19]=[C:18](Cl)[C:17]([Cl:21])=[CH:16][N:15]=1.C([O-])([O-])=O.[K+].[K+]. Product: [Br:12][C:11]1[C:2]([NH:1][C:16]2[C:17]([Cl:21])=[CH:18][N:19]=[C:14]([Cl:13])[N:15]=2)=[C:3]([CH:8]=[CH:9][CH:10]=1)[C:4]([NH:6][CH3:7])=[O:5]. The catalyst class is: 3. (4) Reactant: Br[C:2]1[CH:3]=[CH:4][C:5]2[S:9](=[O:11])(=[O:10])[N:8]([CH2:12][CH:13]3[CH2:17][O:16][C:15]([CH3:19])([CH3:18])[O:14]3)[CH:7]([CH3:20])[C:6]=2[CH:21]=1.[F:22][C:23]1[CH:31]=[C:30]2[C:26]([C:27](B3OC(C)(C)C(C)(C)O3)=[CH:28][N:29]2[C:32]([O:34][C:35]([CH3:38])([CH3:37])[CH3:36])=[O:33])=[CH:25][CH:24]=1.C([O-])([O-])=O.[Cs+].[Cs+]. Product: [CH3:18][C:15]1([CH3:19])[O:14][CH:13]([CH2:12][N:8]2[CH:7]([CH3:20])[C:6]3[CH:21]=[C:2]([C:27]4[C:26]5[C:30](=[CH:31][C:23]([F:22])=[CH:24][CH:25]=5)[N:29]([C:32]([O:34][C:35]([CH3:38])([CH3:37])[CH3:36])=[O:33])[CH:28]=4)[CH:3]=[CH:4][C:5]=3[S:9]2(=[O:11])=[O:10])[CH2:17][O:16]1. The catalyst class is: 117. (5) Reactant: [CH3:1][CH:2]1[CH2:7][N:6]([C:8]2[CH:13]=[CH:12][C:11]([N+:14]([O-])=O)=[CH:10][CH:9]=2)[CH2:5][CH2:4][N:3]1[C:17]([O:19][C:20]([CH3:23])([CH3:22])[CH3:21])=[O:18].[H][H]. Product: [NH2:14][C:11]1[CH:12]=[CH:13][C:8]([N:6]2[CH2:5][CH2:4][N:3]([C:17]([O:19][C:20]([CH3:23])([CH3:22])[CH3:21])=[O:18])[CH:2]([CH3:1])[CH2:7]2)=[CH:9][CH:10]=1. The catalyst class is: 19. (6) The catalyst class is: 227. Product: [NH2:16][CH2:15][C:14]1[CH:13]=[N:12][C:11]([C:9]2[N:10]=[C:6]([NH:5][CH2:4][CH:1]3[CH2:3][CH2:2]3)[S:7][CH:8]=2)=[CH:18][CH:17]=1. Reactant: [CH:1]1([CH2:4][NH:5][C:6]2[S:7][CH:8]=[C:9]([C:11]3[CH:18]=[CH:17][C:14]([C:15]#[N:16])=[CH:13][N:12]=3)[N:10]=2)[CH2:3][CH2:2]1.N.[H][H]. (7) Reactant: [C:1]([C:3]1[CH:4]=[C:5]([S:9]([N:12]2[CH2:43][C@H:42]([S:44][CH:45]3[CH2:49][CH2:48][CH2:47][CH2:46]3)[CH2:41][C@H:13]2[C:14]([NH:16][C@H:17]([C:36]([O:38]CC)=[O:37])[CH2:18][C:19]2[CH:24]=[CH:23][C:22]([NH:25][C:26](=[O:35])[C:27]3[C:32]([Cl:33])=[CH:31][N:30]=[CH:29][C:28]=3[Cl:34])=[CH:21][CH:20]=2)=[O:15])(=[O:11])=[O:10])[CH:6]=[CH:7][CH:8]=1)#[N:2].[Li+].[OH-]. Product: [C:1]([C:3]1[CH:4]=[C:5]([S:9]([N:12]2[CH2:43][C@H:42]([S:44][CH:45]3[CH2:49][CH2:48][CH2:47][CH2:46]3)[CH2:41][C@H:13]2[C:14]([NH:16][C@H:17]([C:36]([OH:38])=[O:37])[CH2:18][C:19]2[CH:24]=[CH:23][C:22]([NH:25][C:26](=[O:35])[C:27]3[C:28]([Cl:34])=[CH:29][N:30]=[CH:31][C:32]=3[Cl:33])=[CH:21][CH:20]=2)=[O:15])(=[O:11])=[O:10])[CH:6]=[CH:7][CH:8]=1)#[N:2]. The catalyst class is: 23. (8) Reactant: FC(F)(F)C(O)=O.CC(OC([N:15]1[CH2:20][CH2:19][C:18]2[O:21][C:22]([CH2:24][O:25][C:26]3[CH:31]=[CH:30][CH:29]=[CH:28][CH:27]=3)=[N:23][C:17]=2[CH2:16]1)=O)(C)C.C([O-])([O-])=O.[Na+].[Na+]. Product: [O:25]([CH2:24][C:22]1[O:21][C:18]2[CH2:19][CH2:20][NH:15][CH2:16][C:17]=2[N:23]=1)[C:26]1[CH:27]=[CH:28][CH:29]=[CH:30][CH:31]=1. The catalyst class is: 2.